This data is from Reaction yield outcomes from USPTO patents with 853,638 reactions. The task is: Predict the reaction yield, written as a fraction of the theoretical maximum amount of product (1.0 means a 100% yield; for example, 0.34 means a 34% yield). The reactants are CS(C)=O.O1CCCC1.[F:10][C:11]1[CH:12]=[CH:13][C:14]([CH2:17][O:18][C:19]2[CH:24]=[CH:23][C:22](/[CH:25]=[CH:26]/[N+:27]([O-:29])=[O:28])=[C:21]([F:30])[CH:20]=2)=[N:15][CH:16]=1.[BH4-].[Na+]. The catalyst is O.C(O)(=O)C. The product is [F:10][C:11]1[CH:12]=[CH:13][C:14]([CH2:17][O:18][C:19]2[CH:24]=[CH:23][C:22]([CH2:25][CH2:26][N+:27]([O-:29])=[O:28])=[C:21]([F:30])[CH:20]=2)=[N:15][CH:16]=1. The yield is 0.344.